Dataset: Reaction yield outcomes from USPTO patents with 853,638 reactions. Task: Predict the reaction yield, written as a fraction of the theoretical maximum amount of product (1.0 means a 100% yield; for example, 0.34 means a 34% yield). (1) The reactants are [Cl:1][C:2]1[N:7]=[CH:6][C:5]([CH2:8][N:9]([CH2:16][CH:17]([F:19])[F:18])[C:10]2[CH2:14][O:13][C:12](=[O:15])[CH:11]=2)=[CH:4][CH:3]=1.[C:20]([Li])(C)(C)C.CI. The catalyst is O1CCCC1.CCCCC. The product is [Cl:1][C:2]1[N:7]=[CH:6][C:5]([CH2:8][N:9]([CH2:16][CH:17]([F:19])[F:18])[C:10]2[CH:14]([CH3:20])[O:13][C:12](=[O:15])[CH:11]=2)=[CH:4][CH:3]=1. The yield is 0.470. (2) The reactants are Br[C:2]1[N:7]=[C:6]([NH:8][CH2:9][CH3:10])[CH:5]=[CH:4][CH:3]=1.[CH2:11]([N:15]1[N:19]=[C:18]2[CH:20]=[CH:21][CH:22]=[CH:23][C:17]2=[N:16]1)[CH2:12][C:13]#[CH:14]. No catalyst specified. The product is [N:16]1[N:15]([CH2:11][CH2:12][C:13]#[C:14][C:2]2[N:7]=[C:6]([NH:8][CH2:9][CH3:10])[CH:5]=[CH:4][CH:3]=2)[N:19]=[C:18]2[CH:20]=[CH:21][CH:22]=[CH:23][C:17]=12. The yield is 0.240. (3) The reactants are [NH2:1][C:2]1[CH:3]=[C:4]([CH:8]=[C:9]([N+:11]([O-:13])=[O:12])[CH:10]=1)[C:5](O)=[O:6]. The catalyst is C1COCC1. The product is [NH2:1][C:2]1[CH:3]=[C:4]([CH2:5][OH:6])[CH:8]=[C:9]([N+:11]([O-:13])=[O:12])[CH:10]=1. The yield is 0.890.